This data is from Reaction yield outcomes from USPTO patents with 853,638 reactions. The task is: Predict the reaction yield, written as a fraction of the theoretical maximum amount of product (1.0 means a 100% yield; for example, 0.34 means a 34% yield). (1) The reactants are [Br:1][C:2]1[CH:8]=[CH:7][C:5]([NH2:6])=[CH:4][CH:3]=1.N1C=CC=CC=1.[CH3:15][O:16]/[CH:17]=[CH:18]/[C:19](Cl)=[O:20]. The catalyst is C(Cl)Cl. The product is [Br:1][C:2]1[CH:8]=[CH:7][C:5]([NH:6][C:19](=[O:20])/[CH:18]=[CH:17]/[O:16][CH3:15])=[CH:4][CH:3]=1. The yield is 0.960. (2) The reactants are [CH3:1][O:2][C:3]1[C:8]2[CH2:9][CH2:10][CH:11]([NH:14][CH2:15][C:16]([F:19])([F:18])[F:17])[CH2:12][CH2:13][C:7]=2[CH:6]=[CH:5][C:4]=1[NH2:20].Cl[C:22]1[N:27]=[C:26]([NH:28][C@@H:29]2[C@@H:34]3[CH2:35][C@@H:31]([CH:32]=[CH:33]3)[C@@H:30]2[C:36]([NH2:38])=[O:37])[C:25]([Cl:39])=[CH:24][N:23]=1. No catalyst specified. The product is [Cl:39][C:25]1[C:26]([NH:28][C@@H:29]2[C@@H:34]3[CH2:35][C@@H:31]([CH:32]=[CH:33]3)[C@@H:30]2[C:36]([NH2:38])=[O:37])=[N:27][C:22]([NH:20][C:4]2[CH:5]=[CH:6][C:7]3[CH2:13][CH2:12][CH:11]([NH:14][CH2:15][C:16]([F:18])([F:17])[F:19])[CH2:10][CH2:9][C:8]=3[C:3]=2[O:2][CH3:1])=[N:23][CH:24]=1. The yield is 0.0330. (3) The reactants are [C:1]([O:5][C:6](=[O:13])[NH:7][CH:8]1[CH2:11][CH:10]([OH:12])[CH2:9]1)([CH3:4])([CH3:3])[CH3:2].C([O-])([O-])=O.[Cs+].[Cs+].[Br:20][C:21]1[C:22](Cl)=[N:23][C:24]([Cl:27])=[N:25][CH:26]=1. The catalyst is C1COCC1. The product is [C:1]([O:5][C:6](=[O:13])[NH:7][CH:8]1[CH2:11][CH:10]([O:12][C:22]2[C:21]([Br:20])=[CH:26][N:25]=[C:24]([Cl:27])[N:23]=2)[CH2:9]1)([CH3:4])([CH3:2])[CH3:3]. The yield is 0.950. (4) The reactants are [CH2:1]([O:3][C:4]([C:6]1[CH:7]=[C:8]2[C:13](=[CH:14][CH:15]=1)[NH:12][CH:11]([C:16]1[CH:21]=[CH:20][CH:19]=[C:18]([NH2:22])[CH:17]=1)[C:10]([CH3:24])([CH3:23])[CH2:9]2)=[O:5])[CH3:2].N1C=CC=CC=1.[N:31]1([C:37](Cl)=[O:38])[CH2:36][CH2:35][CH2:34][CH2:33][CH2:32]1. The catalyst is ClCCl. The product is [CH2:1]([O:3][C:4]([C:6]1[CH:7]=[C:8]2[C:13](=[CH:14][CH:15]=1)[NH:12][CH:11]([C:16]1[CH:21]=[CH:20][CH:19]=[C:18]([NH:22][C:37]([N:31]3[CH2:36][CH2:35][CH2:34][CH2:33][CH2:32]3)=[O:38])[CH:17]=1)[C:10]([CH3:23])([CH3:24])[CH2:9]2)=[O:5])[CH3:2]. The yield is 1.00. (5) The catalyst is C(OCC)(=O)C.O.CN(C=O)C. The product is [C:18]([O:22][C:23]1[CH:24]=[CH:25][C:26]([CH2:29][C@H:30]([NH:34][C:35](=[O:36])[O:37][CH2:38][CH:39]2[C:51]3[CH:50]=[CH:49][CH:48]=[CH:47][C:46]=3[C:45]3[C:40]2=[CH:41][CH:42]=[CH:43][CH:44]=3)[C:31](=[O:32])[N:6]([CH2:5][CH:4]([O:15][CH2:16][CH3:17])[O:3][CH2:1][CH3:2])[CH2:7][C:8]2[CH:13]=[CH:12][CH:11]=[C:10]([F:14])[N:9]=2)=[CH:27][CH:28]=1)([CH3:21])([CH3:19])[CH3:20]. The yield is 0.940. The reactants are [CH2:1]([O:3][CH:4]([O:15][CH2:16][CH3:17])[CH2:5][NH:6][CH2:7][C:8]1[CH:13]=[CH:12][CH:11]=[C:10]([F:14])[N:9]=1)[CH3:2].[C:18]([O:22][C:23]1[CH:28]=[CH:27][C:26]([CH2:29][C@H:30]([NH:34][C:35]([O:37][CH2:38][CH:39]2[C:51]3[CH:50]=[CH:49][CH:48]=[CH:47][C:46]=3[C:45]3[C:40]2=[CH:41][CH:42]=[CH:43][CH:44]=3)=[O:36])[C:31](O)=[O:32])=[CH:25][CH:24]=1)([CH3:21])([CH3:20])[CH3:19].C(N(CC)CC)C.CN(C(ON1N=NC2C=CC=NC1=2)=[N+](C)C)C.F[P-](F)(F)(F)(F)F. (6) The reactants are [Na+].[N:2]1([C:7]([C:9]2[N:10]=[C:11]([N:14]3[CH2:17][CH:16]([S:18][C:19]4[C@H:20]([CH3:33])[C@@H:21]5[C@@H:28]([C@H:29]([OH:31])[CH3:30])[C:27](=[O:32])[N:22]5[C:23]=4[C:24]([O-:26])=[O:25])[CH2:15]3)[S:12][CH:13]=2)=[O:8])[CH2:6]C[CH2:4][CH2:3]1.[C:34]([OH:37])(=O)C.NN.C1(P(OC2[C@H](C)[C@H]3[C@@H]([C@H](O)C)C(=O)N3C=2C(O[CH2:63][C:64]2[CH:69]=[CH:68][C:67]([N+:70]([O-:72])=[O:71])=[CH:66][CH:65]=2)=O)(C2C=CC=CC=2)=O)C=CC=CC=1.C(N(C(C)C)CC)(C)C.C(=O)([O-])O.[Na+]. The catalyst is CN(C)C=O.C(#N)C.C(OCC)(=O)C. The product is [CH3:34][O:37][CH:4]1[CH2:3][N:2]([C:7]([C:9]2[N:10]=[C:11]([N:14]3[CH2:17][CH:16]([S:18][C:19]4[C@H:20]([CH3:33])[C@@H:21]5[C@@H:28]([C@H:29]([OH:31])[CH3:30])[C:27](=[O:32])[N:22]5[C:23]=4[C:24]([O:26][CH2:63][C:64]4[CH:69]=[CH:68][C:67]([N+:70]([O-:72])=[O:71])=[CH:66][CH:65]=4)=[O:25])[CH2:15]3)[S:12][CH:13]=2)=[O:8])[CH2:6]1. The yield is 0.940. (7) The reactants are [C:1]([O:5][C:6]([N:8]1[CH2:13][CH2:12][CH2:11][CH2:10][CH:9]1[CH2:14][CH2:15][CH2:16][OH:17])=[O:7])([CH3:4])([CH3:3])[CH3:2].C[N+]1([O-])CCOCC1. The catalyst is C(Cl)Cl.[Ru]([O-])(=O)(=O)=O.C([N+](CCC)(CCC)CCC)CC. The product is [C:1]([O:5][C:6]([N:8]1[CH2:13][CH2:12][CH2:11][CH2:10][CH:9]1[CH2:14][CH2:15][CH:16]=[O:17])=[O:7])([CH3:4])([CH3:3])[CH3:2]. The yield is 0.860. (8) The reactants are [Br:1][C:2]1[CH:7]=[CH:6][C:5]([CH2:8][CH2:9][NH:10][C:11](=[O:16])[C:12]([CH3:15])([CH3:14])[CH3:13])=[CH:4][CH:3]=1.C1([Li])C=CC=CC=1.[CH2:24]=[O:25].O. The catalyst is C1COCC1. The product is [Br:1][C:2]1[CH:3]=[CH:4][C:5]([CH2:8][CH2:9][NH:10][C:11](=[O:16])[C:12]([CH3:13])([CH3:15])[CH3:14])=[C:6]([CH2:24][OH:25])[CH:7]=1. The yield is 0.790. (9) The product is [Br:1][C:2]1[CH:7]=[CH:6][C:5]([S:8]([CH2:15][CH2:14][CH2:13][Br:12])(=[O:22])=[O:28])=[CH:4][CH:3]=1. The reactants are [Br:1][C:2]1[CH:7]=[CH:6][C:5]([SH:8])=[CH:4][CH:3]=1.C[O-].[Na+].[Br:12][CH2:13][CH2:14][CH2:15]Br.ClC1C=C(C=CC=1)C(OO)=[O:22].[OH2:28]. The catalyst is CO.ClCCl. The yield is 0.760.